This data is from Full USPTO retrosynthesis dataset with 1.9M reactions from patents (1976-2016). The task is: Predict the reactants needed to synthesize the given product. The reactants are: [CH2:1]([O:4][C:5]1[CH:12]=[C:11]([C:13]([F:16])([F:15])[F:14])[CH:10]=[CH:9][C:6]=1[CH:7]=O)[CH2:2][CH3:3].C1(P(=[CH:36][C:37]([O:39][CH3:40])=[O:38])(C2C=CC=CC=2)C2C=CC=CC=2)C=CC=CC=1. Given the product [CH3:40][O:39][C:37](=[O:38])[CH:36]=[CH:7][C:6]1[CH:9]=[CH:10][C:11]([C:13]([F:16])([F:15])[F:14])=[CH:12][C:5]=1[O:4][CH2:1][CH2:2][CH3:3], predict the reactants needed to synthesize it.